The task is: Predict the reaction yield, written as a fraction of the theoretical maximum amount of product (1.0 means a 100% yield; for example, 0.34 means a 34% yield).. This data is from Reaction yield outcomes from USPTO patents with 853,638 reactions. The reactants are [C:1]([NH:4][CH2:5][CH:6]1[O:10][C:9](=[O:11])[N:8]([C:12]2[CH:17]=[CH:16][C:15]([C:18]3[CH:23]=[CH:22][C:21]([CH2:24]OS(C)(=O)=O)=[CH:20][CH:19]=3)=[C:14]([F:30])[CH:13]=2)[CH2:7]1)(=[O:3])[CH3:2].[N-:31]=[N+:32]=[N-:33].[Na+].O. The catalyst is CN(C)C=O. The product is [N:31]([CH2:24][C:21]1[CH:20]=[CH:19][C:18]([C:15]2[CH:16]=[CH:17][C:12]([N:8]3[CH2:7][CH:6]([CH2:5][NH:4][C:1](=[O:3])[CH3:2])[O:10][C:9]3=[O:11])=[CH:13][C:14]=2[F:30])=[CH:23][CH:22]=1)=[N+:32]=[N-:33]. The yield is 0.880.